Dataset: Forward reaction prediction with 1.9M reactions from USPTO patents (1976-2016). Task: Predict the product of the given reaction. (1) Given the reactants [H-].[Na+].[F:3][C:4]1[CH:13]=[C:12]2[C:7]([CH:8]=[CH:9][NH:10][C:11]2=[O:14])=[CH:6][CH:5]=1.[CH3:15]I.[NH4+].[Cl-], predict the reaction product. The product is: [F:3][C:4]1[CH:13]=[C:12]2[C:7]([CH:8]=[CH:9][N:10]([CH3:15])[C:11]2=[O:14])=[CH:6][CH:5]=1. (2) Given the reactants [NH2:1][C:2]1[C:24]([Cl:25])=[CH:23][C:5]([C:6]([O:8][CH2:9][CH:10]2[CH2:15][CH2:14][N:13](C(OC(C)(C)C)=O)[CH2:12][CH2:11]2)=[O:7])=[C:4]([O:26][CH3:27])[CH:3]=1.N, predict the reaction product. The product is: [NH2:1][C:2]1[C:24]([Cl:25])=[CH:23][C:5]([C:6]([O:8][CH2:9][CH:10]2[CH2:11][CH2:12][NH:13][CH2:14][CH2:15]2)=[O:7])=[C:4]([O:26][CH3:27])[CH:3]=1.